This data is from Full USPTO retrosynthesis dataset with 1.9M reactions from patents (1976-2016). The task is: Predict the reactants needed to synthesize the given product. (1) Given the product [O:58]=[C:55]1[C:6]2[CH:11]=[CH:10][C:9]([CH2:12][C:13]([N:15]3[CH2:20][CH2:19][N:18]([CH2:21][CH:22]4[C:31]5[C:26](=[C:27]([C:32]#[N:33])[CH:28]=[CH:29][CH:30]=5)[O:25][CH2:24][CH2:23]4)[CH2:17][CH2:16]3)=[O:14])=[CH:8][C:7]=2[CH2:57][O:56]1, predict the reactants needed to synthesize it. The reactants are: N1([C:6]2[CH:11]=[CH:10][C:9]([CH2:12][C:13]([N:15]3[CH2:20][CH2:19][N:18]([CH2:21][CH:22]4[C:31]5[C:26](=[C:27]([C:32]#[N:33])[CH:28]=[CH:29][CH:30]=5)[O:25][CH2:24][CH2:23]4)[CH2:17][CH2:16]3)=[O:14])=[CH:8][CH:7]=2)C=NN=N1.C(C1C2C(=C(C#N)C=CC=2)OCC1)=O.O=C(N1CCNCC1)CC1C=CC2[C:55](=[O:58])[O:56][CH2:57]C=2C=1. (2) The reactants are: Br[C:2]1[CH:23]=[CH:22][C:5]2[C:6]3[N:10]([CH2:11][CH2:12][O:13][C:4]=2[CH:3]=1)[CH:9]=[C:8]([C:14]1[N:15]([CH:19]([CH3:21])[CH3:20])[N:16]=[CH:17][N:18]=1)[N:7]=3.[O-]P([O-])([O-])=O.[K+].[K+].[K+].[CH2:32]1[C@@H:36]([C:37](O)=O)[NH:35][CH2:34][C@@H:33]1O. Given the product [CH:19]([N:15]1[C:14]([C:8]2[N:7]=[C:6]3[C:5]4[CH:22]=[CH:23][C:2]([N:35]5[CH2:34][CH2:33][CH2:32][C@@H:36]5[CH2:37][N:35]5[CH2:36][CH2:32][CH2:33][CH2:34]5)=[CH:3][C:4]=4[O:13][CH2:12][CH2:11][N:10]3[CH:9]=2)=[N:18][CH:17]=[N:16]1)([CH3:21])[CH3:20], predict the reactants needed to synthesize it. (3) Given the product [Cl:1][C:2]1[CH:10]=[C:9]2[C:5]([CH:6]=[CH:7][N:8]2[C:12]2[CH:17]=[CH:16][CH:15]=[CH:14][C:13]=2[CH3:18])=[CH:4][CH:3]=1, predict the reactants needed to synthesize it. The reactants are: [Cl:1][C:2]1[CH:10]=[C:9]2[C:5]([CH:6]=[CH:7][NH:8]2)=[CH:4][CH:3]=1.I[C:12]1[CH:17]=[CH:16][CH:15]=[CH:14][C:13]=1[CH3:18]. (4) Given the product [NH2:8][C:9]1[N:14]=[CH:13][C:12]([C:15]([CH3:19])([CH3:18])[C:16]#[N:17])=[CH:11][CH:10]=1, predict the reactants needed to synthesize it. The reactants are: COC1C=CC(C[N:8](CC2C=CC(OC)=CC=2)[C:9]2[N:14]=[CH:13][C:12]([C:15]([CH3:19])([CH3:18])[C:16]#[N:17])=[CH:11][CH:10]=2)=CC=1.